This data is from Catalyst prediction with 721,799 reactions and 888 catalyst types from USPTO. The task is: Predict which catalyst facilitates the given reaction. Reactant: [O:1]1[CH2:5][CH2:4][N:3]([C:6]([O:8][CH3:9])=[O:7])[S:2]1=[O:10].[OH2:11]. Product: [O:1]1[CH2:5][CH2:4][N:3]([C:6]([O:8][CH3:9])=[O:7])[S:2]1(=[O:11])=[O:10]. The catalyst class is: 10.